This data is from Peptide-MHC class I binding affinity with 185,985 pairs from IEDB/IMGT. The task is: Regression. Given a peptide amino acid sequence and an MHC pseudo amino acid sequence, predict their binding affinity value. This is MHC class I binding data. (1) The peptide sequence is CGSAKELHAV. The MHC is Mamu-B03 with pseudo-sequence Mamu-B03. The binding affinity (normalized) is 0. (2) The peptide sequence is LFHGGEPIK. The MHC is HLA-A68:01 with pseudo-sequence HLA-A68:01. The binding affinity (normalized) is 0.211.